This data is from Reaction yield outcomes from USPTO patents with 853,638 reactions. The task is: Predict the reaction yield, written as a fraction of the theoretical maximum amount of product (1.0 means a 100% yield; for example, 0.34 means a 34% yield). (1) The reactants are Br[C:2]1[S:3][CH:4]=[CH:5][CH:6]=1.[NH:7]1[CH2:11][CH2:10][CH2:9][C:8]1=[O:12]. No catalyst specified. The product is [S:3]1[CH:4]=[CH:5][CH:6]=[C:2]1[N:7]1[CH2:11][CH2:10][CH2:9][C:8]1=[O:12]. The yield is 0.950. (2) The reactants are [Br:1][C:2]1[CH:3]=[C:4]([O:20][C:21]2[CH:26]=[CH:25][CH:24]=[CH:23][CH:22]=2)[C:5]([NH:8][C:9]2[S:10][CH:11]=[C:12]([CH2:14][CH2:15][C:16]([O:18]C)=[O:17])[N:13]=2)=[N:6][CH:7]=1.O.[OH-].[Na+]. The catalyst is C1COCC1. The product is [Br:1][C:2]1[CH:3]=[C:4]([O:20][C:21]2[CH:26]=[CH:25][CH:24]=[CH:23][CH:22]=2)[C:5]([NH:8][C:9]2[S:10][CH:11]=[C:12]([CH2:14][CH2:15][C:16]([OH:18])=[O:17])[N:13]=2)=[N:6][CH:7]=1. The yield is 0.517. (3) The reactants are [CH3:1][C:2]1[N:3]([CH2:15][CH2:16][CH2:17][CH2:18][CH2:19][C:20]([O:22]CC)=[O:21])[C:4]2[CH2:5][C:6]([CH3:14])([CH3:13])[CH2:7][C:8](=[O:12])[C:9]=2[C:10]=1[CH3:11]. The product is [CH3:1][C:2]1[N:3]([CH2:15][CH2:16][CH2:17][CH2:18][CH2:19][C:20]([OH:22])=[O:21])[C:4]2[CH2:5][C:6]([CH3:14])([CH3:13])[CH2:7][C:8](=[O:12])[C:9]=2[C:10]=1[CH3:11]. The catalyst is CO.O. The yield is 0.810. (4) The reactants are [NH2:1][CH2:2][C:3]1[C:4]([Cl:19])=[C:5]2[C:9](=[CH:10][CH:11]=1)[N:8]([C:12]([O:14][C:15]([CH3:18])([CH3:17])[CH3:16])=[O:13])[CH:7]=[CH:6]2.[C:20](=N)([C:27]1[CH:32]=[CH:31][CH:30]=[CH:29][CH:28]=1)[C:21]1[CH:26]=[CH:25][CH:24]=[CH:23][CH:22]=1. The catalyst is C(Cl)Cl.CCOC(C)=O. The product is [C:20](=[N:1][CH2:2][C:3]1[C:4]([Cl:19])=[C:5]2[C:9](=[CH:10][CH:11]=1)[N:8]([C:12]([O:14][C:15]([CH3:16])([CH3:18])[CH3:17])=[O:13])[CH:7]=[CH:6]2)([C:21]1[CH:26]=[CH:25][CH:24]=[CH:23][CH:22]=1)[C:27]1[CH:32]=[CH:31][CH:30]=[CH:29][CH:28]=1. The yield is 0.670. (5) The reactants are [NH2:1][C:2]1[C:11]2[C:6](=[C:7](Br)[CH:8]=[CH:9][CH:10]=2)[N:5]=[N:4][C:3]=1[C:13]([NH:15][CH2:16][CH2:17][CH3:18])=[O:14].[NH:19]1[C:27]2[C:22](=[CH:23][C:24](B(O)O)=[CH:25][CH:26]=2)[CH:21]=[CH:20]1. No catalyst specified. The product is [NH2:1][C:2]1[C:11]2[C:6](=[C:7]([C:24]3[CH:23]=[C:22]4[C:27](=[CH:26][CH:25]=3)[NH:19][CH:20]=[CH:21]4)[CH:8]=[CH:9][CH:10]=2)[N:5]=[N:4][C:3]=1[C:13]([NH:15][CH2:16][CH2:17][CH3:18])=[O:14]. The yield is 0.951. (6) The product is [C:26]([C:28]1[CH:29]=[C:30]([NH:34][C:2]2[C:11]3[C:6](=[CH:7][C:8]([O:24][CH3:25])=[C:9]([O:12][CH2:13][CH2:14][CH2:15][CH2:16][CH2:17][CH2:18][C:19]([O:21][CH2:22][CH3:23])=[O:20])[CH:10]=3)[N:5]=[CH:4][N:3]=2)[CH:31]=[CH:32][CH:33]=1)#[CH:27]. The catalyst is C(O)(C)C. The reactants are Cl[C:2]1[C:11]2[C:6](=[CH:7][C:8]([O:24][CH3:25])=[C:9]([O:12][CH2:13][CH2:14][CH2:15][CH2:16][CH2:17][CH2:18][C:19]([O:21][CH2:22][CH3:23])=[O:20])[CH:10]=2)[N:5]=[CH:4][N:3]=1.[C:26]([C:28]1[CH:29]=[C:30]([NH2:34])[CH:31]=[CH:32][CH:33]=1)#[CH:27]. The yield is 0.671. (7) The reactants are C(=O)([O-])[O-].[K+].[K+].Br[C:8]1[CH:9]=[C:10]([C:13]2[N:14]([CH2:25][C:26]3[CH:31]=[CH:30][C:29]([F:32])=[CH:28][C:27]=3[F:33])[C:15](=[O:24])[C:16]3[C:21]([CH:22]=2)=[CH:20][CH:19]=[CH:18][C:17]=3[Cl:23])[O:11][CH:12]=1.[CH2:34]([S:36][C:37]1[CH:38]=[C:39](B2OC(C)(C)C(C)(C)O2)[CH:40]=[C:41]([C:43]([F:46])([F:45])[F:44])[CH:42]=1)[CH3:35].O. The catalyst is C1COCC1.C1C=CC(P(C2C=CC=CC=2)[C-]2C=CC=C2)=CC=1.C1C=CC(P(C2C=CC=CC=2)[C-]2C=CC=C2)=CC=1.Cl[Pd]Cl.[Fe+2]. The product is [Cl:23][C:17]1[CH:18]=[CH:19][CH:20]=[C:21]2[C:16]=1[C:15](=[O:24])[N:14]([CH2:25][C:26]1[CH:31]=[CH:30][C:29]([F:32])=[CH:28][C:27]=1[F:33])[C:13]([C:10]1[O:11][CH:12]=[C:8]([C:39]3[CH:40]=[C:41]([C:43]([F:45])([F:44])[F:46])[CH:42]=[C:37]([S:36][CH2:34][CH3:35])[CH:38]=3)[CH:9]=1)=[CH:22]2. The yield is 0.430. (8) The reactants are [NH2:1][C:2]1[C:7]([CH2:8][OH:9])=[CH:6][CH:5]=[CH:4][N:3]=1.[Br:10]Br. The catalyst is CC(O)=O. The product is [BrH:10].[NH2:1][C:2]1[C:7]([CH2:8][OH:9])=[CH:6][C:5]([Br:10])=[CH:4][N:3]=1. The yield is 0.810.